This data is from Forward reaction prediction with 1.9M reactions from USPTO patents (1976-2016). The task is: Predict the product of the given reaction. (1) Given the reactants [C:1]1([NH:7][NH2:8])[CH:6]=[CH:5][CH:4]=[CH:3][CH:2]=1.[F:9][C:10]([F:23])([F:22])[C:11](N1CCCC1)(O)[CH:12]=[C:13](O)[CH3:14], predict the reaction product. The product is: [CH3:14][C:13]1[CH:12]=[C:11]([C:10]([F:23])([F:22])[F:9])[N:7]([C:1]2[CH:6]=[CH:5][CH:4]=[CH:3][CH:2]=2)[N:8]=1. (2) Given the reactants [Cl:1][C:2]1[CH:7]=[CH:6][C:5]([C:8]2[C:13]3[O:14][C@:15]([CH2:19]OS(C4C=CC(C)=CC=4)(=O)=O)([CH3:18])[CH2:16][O:17][C:12]=3[CH:11]=[CH:10][CH:9]=2)=[CH:4][CH:3]=1.[N-:31]=[N+:32]=[N-:33].[Na+], predict the reaction product. The product is: [N:31]([CH2:19][C@:15]1([CH3:18])[O:14][C:13]2[C:8]([C:5]3[CH:6]=[CH:7][C:2]([Cl:1])=[CH:3][CH:4]=3)=[CH:9][CH:10]=[CH:11][C:12]=2[O:17][CH2:16]1)=[N+:32]=[N-:33]. (3) Given the reactants [F:1][C:2]1[CH:3]=[C:4](B(O)O)[CH:5]=[C:6]([F:8])[CH:7]=1.Cl[C:13]1[C:18]([C:19]#[N:20])=[CH:17][C:16]([C:21]2[C:30]3[C:25](=[CH:26][C:27]([S:31]([NH:34][C:35]4[CH:40]=[CH:39][N:38]=[CH:37][N:36]=4)(=[O:33])=[O:32])=[CH:28][CH:29]=3)[CH:24]=[CH:23][N:22]=2)=[C:15]([O:41][CH3:42])[CH:14]=1.P([O-])([O-])([O-])=O.[K+].[K+].[K+].Cl, predict the reaction product. The product is: [C:19]([C:18]1[CH:17]=[C:16]([C:21]2[C:30]3[C:25](=[CH:26][C:27]([S:31]([NH:34][C:35]4[CH:40]=[CH:39][N:38]=[CH:37][N:36]=4)(=[O:32])=[O:33])=[CH:28][CH:29]=3)[CH:24]=[CH:23][N:22]=2)[C:15]([O:41][CH3:42])=[CH:14][C:13]=1[C:4]1[CH:3]=[C:2]([F:1])[CH:7]=[C:6]([F:8])[CH:5]=1)#[N:20]. (4) Given the reactants [NH2:1][C:2]1[N:7]([C:8]2[CH:13]=[CH:12][C:11]([CH2:14][CH2:15]OS(C)(=O)=O)=[CH:10][CH:9]=2)[C:6](=[O:21])[CH:5]=[CH:4][C:3]=1[C:22](=[O:30])[C:23]1[CH:28]=[CH:27][C:26]([F:29])=[CH:25][CH:24]=1.[CH:31]1[CH:36]=[CH:35][C:34]([C@H:37]([NH2:41])[C:38]([OH:40])=[O:39])=[CH:33][CH:32]=1, predict the reaction product. The product is: [NH2:1][C:2]1[N:7]([C:8]2[CH:9]=[CH:10][C:11]([CH2:14][CH2:15][NH:41][C@@H:37]([C:34]3[CH:33]=[CH:32][CH:31]=[CH:36][CH:35]=3)[C:38]([O:40][C:3]([CH3:22])([CH3:4])[CH3:2])=[O:39])=[CH:12][CH:13]=2)[C:6](=[O:21])[CH:5]=[CH:4][C:3]=1[C:22]([C:23]1[CH:24]=[CH:25][C:26]([F:29])=[CH:27][CH:28]=1)=[O:30].